From a dataset of Reaction yield outcomes from USPTO patents with 853,638 reactions. Predict the reaction yield, written as a fraction of the theoretical maximum amount of product (1.0 means a 100% yield; for example, 0.34 means a 34% yield). (1) The reactants are [CH3:1][C:2]1[NH:6][C:5]2[CH:7]=[C:8]([CH2:11][OH:12])[CH:9]=[CH:10][C:4]=2[N:3]=1.[H-].[Al+3].[Li+].[H-].[H-].[H-].[C@H](O)(C([O-])=O)[C@@H](O)[C:21]([O-])=[O:22].[Na+].[K+]. The catalyst is C1COCC1.O. The product is [CH3:1][C:2]1[NH:6][C:5]2[CH:7]=[C:8]([C:11]([O:22][CH3:21])=[O:12])[CH:9]=[CH:10][C:4]=2[N:3]=1. The yield is 0.770. (2) The reactants are Br[C:2]1[CH:3]=[C:4]([O:10][C:11]2[N:15]([CH2:16][CH3:17])[N:14]=[CH:13][CH:12]=2)[C:5]([C:8]#[N:9])=[N:6][CH:7]=1.C(=O)([O-])[O-].[Cs+].[Cs+].[N:24]1[CH:29]=[CH:28][CH:27]=[CH:26][C:25]=1[SH:30]. The catalyst is CN(C=O)C. The product is [CH2:16]([N:15]1[C:11]([O:10][C:4]2[C:5]([C:8]#[N:9])=[N:6][CH:7]=[C:2]([S:30][C:25]3[CH:26]=[CH:27][CH:28]=[CH:29][N:24]=3)[CH:3]=2)=[CH:12][CH:13]=[N:14]1)[CH3:17]. The yield is 0.930. (3) The reactants are [F:1][C:2]1[CH:11]=[CH:10][C:9]2[CH2:12][N:13](C(OCC3C=CC=CC=3)=O)[CH2:14][CH2:15][N:7]3[C:8]=2[C:3]=1[CH:4]1[CH2:28][CH2:27][CH2:26][CH:5]1[CH2:6]3.FC(F)(F)S(O)(=O)=O.C1(OC)C=CC=CC=1.[OH-].[Na+].C(Cl)[Cl:48]. No catalyst specified. The product is [ClH:48].[F:1][C:2]1[CH:11]=[CH:10][C:9]2[CH2:12][NH:13][CH2:14][CH2:15][N:7]3[C:8]=2[C:3]=1[CH:4]1[CH2:28][CH2:27][CH2:26][CH:5]1[CH2:6]3. The yield is 0.670. (4) The reactants are [Cl-].O[NH3+:3].[C:4](=[O:7])([O-])[OH:5].[Na+].CS(C)=O.[CH3:13][O:14][CH2:15][CH2:16][O:17][CH:18]1[CH2:23][CH2:22][CH:21]([N:24]2[C:29](=[O:30])[C:28]([CH2:31][C:32]3[CH:37]=[CH:36][C:35]([C:38]4[C:39]([C:44]#[N:45])=[CH:40][CH:41]=[CH:42][CH:43]=4)=[CH:34][CH:33]=3)=[C:27]([CH2:46][CH2:47][CH3:48])[N:26]3[N:49]=[CH:50][N:51]=[C:25]23)[CH2:20][CH2:19]1. The catalyst is C(OCC)(=O)C. The product is [CH3:13][O:14][CH2:15][CH2:16][O:17][CH:18]1[CH2:23][CH2:22][CH:21]([N:24]2[C:29](=[O:30])[C:28]([CH2:31][C:32]3[CH:37]=[CH:36][C:35]([C:38]4[CH:43]=[CH:42][CH:41]=[CH:40][C:39]=4[C:44]4[NH:3][C:4](=[O:7])[O:5][N:45]=4)=[CH:34][CH:33]=3)=[C:27]([CH2:46][CH2:47][CH3:48])[N:26]3[N:49]=[CH:50][N:51]=[C:25]23)[CH2:20][CH2:19]1. The yield is 0.460. (5) The reactants are [Cl:1][C:2]1[N:10]=[C:9]([C:11]#[N:12])[CH:8]=[C:7]([CH3:13])[C:3]=1[C:4]([OH:6])=[O:5].CCN=C=N[CH2:19][CH2:20][CH2:21]N(C)C.C1C=CC2N([OH:34])N=NC=2C=1.CCN(C(C)C)C(C)C.C(N)(C)C. The catalyst is Cl.CN(C=O)C. The product is [Cl:1][C:2]1[N:10]=[C:9]([C:11](=[O:34])[NH:12][CH:20]([CH3:21])[CH3:19])[CH:8]=[C:7]([CH3:13])[C:3]=1[C:4]([OH:6])=[O:5]. The yield is 0.470. (6) The product is [Cl:9][C:3]1[CH:4]=[C:5]([Cl:8])[N:6]=[CH:7][C:2]=1[C:17]1([OH:19])[CH2:18][O:15][CH2:16]1. The yield is 0.720. The catalyst is C1COCC1. The reactants are Br[C:2]1[C:3]([Cl:9])=[CH:4][C:5]([Cl:8])=[N:6][CH:7]=1.C([Mg]Cl)(C)C.[O:15]1[CH2:18][C:17](=[O:19])[CH2:16]1. (7) The reactants are [N+:1]([C:4]1[CH:8]=[N:7][NH:6][C:5]=1[NH2:9])([O-:3])=[O:2].CN(C)[CH:12]=[CH:13][C:14]([C:16]1[CH:17]=[C:18]([N:22]([CH3:28])[S:23]([CH2:26][CH3:27])(=[O:25])=[O:24])[CH:19]=[CH:20][CH:21]=1)=O.C(OCC)(=O)C. The catalyst is C(O)(=O)C. The product is [N+:1]([C:4]1[CH:8]=[N:7][N:6]2[C:14]([C:16]3[CH:17]=[C:18]([N:22]([CH3:28])[S:23]([CH2:26][CH3:27])(=[O:25])=[O:24])[CH:19]=[CH:20][CH:21]=3)=[CH:13][CH:12]=[N:9][C:5]=12)([O-:3])=[O:2]. The yield is 0.310.